This data is from Peptide-MHC class I binding affinity with 185,985 pairs from IEDB/IMGT. The task is: Regression. Given a peptide amino acid sequence and an MHC pseudo amino acid sequence, predict their binding affinity value. This is MHC class I binding data. (1) The peptide sequence is KAVIEYDDI. The MHC is HLA-A02:01 with pseudo-sequence HLA-A02:01. The binding affinity (normalized) is 0.0264. (2) The peptide sequence is SGPSNTYPEI. The MHC is Patr-A0101 with pseudo-sequence Patr-A0101. The binding affinity (normalized) is 0. (3) The binding affinity (normalized) is 1.00. The peptide sequence is WSPTAALV. The MHC is Mamu-A01 with pseudo-sequence Mamu-A01.